From a dataset of Catalyst prediction with 721,799 reactions and 888 catalyst types from USPTO. Predict which catalyst facilitates the given reaction. (1) Reactant: S(Cl)(C1C=[CH:9][C:7]([CH3:8])=[CH:6]C=1)(=O)=O.[Cl:12][C:13]1(C(O)=O)[CH:18]=[CH:17][C:16]([Br:19])=[CH:15][NH:14]1.N1C=CC=CC=1.[C:29]([O-:32])(O)=[O:30].[Na+]. Product: [Br:19][C:16]1[C:15]([C:29]([O:32][C:7]([CH3:9])([CH3:8])[CH3:6])=[O:30])=[N:14][C:13]([Cl:12])=[CH:18][CH:17]=1. The catalyst class is: 107. (2) Reactant: [C:1]([C:5]1[CH:10]=[CH:9][C:8]([NH:11][C:12]([NH:14][CH:15]([CH2:17][CH2:18][OH:19])[CH3:16])=[O:13])=[CH:7][CH:6]=1)([CH3:4])([CH3:3])[CH3:2]. Product: [C:1]([C:5]1[CH:10]=[CH:9][C:8]([NH:11][C:12]([NH:14][CH:15]([CH3:16])[CH2:17][CH:18]=[O:19])=[O:13])=[CH:7][CH:6]=1)([CH3:4])([CH3:2])[CH3:3]. The catalyst class is: 425.